This data is from NCI-60 drug combinations with 297,098 pairs across 59 cell lines. The task is: Regression. Given two drug SMILES strings and cell line genomic features, predict the synergy score measuring deviation from expected non-interaction effect. (1) Drug 1: C1CC(=O)NC(=O)C1N2CC3=C(C2=O)C=CC=C3N. Drug 2: CN(CCCl)CCCl.Cl. Cell line: SF-295. Synergy scores: CSS=18.0, Synergy_ZIP=-4.91, Synergy_Bliss=1.39, Synergy_Loewe=2.44, Synergy_HSA=2.49. (2) Drug 1: CCCS(=O)(=O)NC1=C(C(=C(C=C1)F)C(=O)C2=CNC3=C2C=C(C=N3)C4=CC=C(C=C4)Cl)F. Drug 2: N.N.Cl[Pt+2]Cl. Cell line: A498. Synergy scores: CSS=1.17, Synergy_ZIP=-0.00176, Synergy_Bliss=1.72, Synergy_Loewe=-1.49, Synergy_HSA=0.233. (3) Drug 1: CC=C1C(=O)NC(C(=O)OC2CC(=O)NC(C(=O)NC(CSSCCC=C2)C(=O)N1)C(C)C)C(C)C. Drug 2: CN(CC1=CN=C2C(=N1)C(=NC(=N2)N)N)C3=CC=C(C=C3)C(=O)NC(CCC(=O)O)C(=O)O. Cell line: PC-3. Synergy scores: CSS=51.2, Synergy_ZIP=0.0360, Synergy_Bliss=-4.24, Synergy_Loewe=-3.58, Synergy_HSA=-3.34.